This data is from Full USPTO retrosynthesis dataset with 1.9M reactions from patents (1976-2016). The task is: Predict the reactants needed to synthesize the given product. (1) Given the product [F:13][C:14]1[CH:15]=[C:16]([N:24]2[C:29](=[O:30])[C:28]([CH2:31][C:32]3[CH:37]=[CH:36][C:35]([C:38]4[CH:43]=[CH:42][CH:41]=[CH:40][C:39]=4[C:44]4[NH:3][C:4](=[O:7])[O:5][N:45]=4)=[CH:34][CH:33]=3)=[C:27]([CH2:46][CH2:47][CH3:48])[N:26]=[C:25]2[CH3:49])[CH:17]=[CH:18][C:19]=1[O:20][CH:21]([CH3:23])[CH3:22], predict the reactants needed to synthesize it. The reactants are: [Cl-].O[NH3+:3].[C:4](=[O:7])([O-])[OH:5].[Na+].CS(C)=O.[F:13][C:14]1[CH:15]=[C:16]([N:24]2[C:29](=[O:30])[C:28]([CH2:31][C:32]3[CH:37]=[CH:36][C:35]([C:38]4[C:39]([C:44]#[N:45])=[CH:40][CH:41]=[CH:42][CH:43]=4)=[CH:34][CH:33]=3)=[C:27]([CH2:46][CH2:47][CH3:48])[N:26]=[C:25]2[CH3:49])[CH:17]=[CH:18][C:19]=1[O:20][CH:21]([CH3:23])[CH3:22]. (2) Given the product [NH:12]1[C:20]2[C:15](=[CH:16][CH:17]=[CH:18][CH:19]=2)[C:14](/[CH:21]=[C:7]2\[O:8][C:4]3[CH:3]=[C:2]([OH:1])[CH:11]=[CH:10][C:5]=3[C:6]\2=[O:9])=[CH:13]1, predict the reactants needed to synthesize it. The reactants are: [OH:1][C:2]1[CH:11]=[CH:10][C:5]2[C:6](=[O:9])[CH2:7][O:8][C:4]=2[CH:3]=1.[NH:12]1[C:20]2[C:15](=[CH:16][CH:17]=[CH:18][CH:19]=2)[C:14]([CH:21]=O)=[CH:13]1.Cl.